Dataset: Forward reaction prediction with 1.9M reactions from USPTO patents (1976-2016). Task: Predict the product of the given reaction. (1) Given the reactants [Br-].[CH2:2]([P+](C1C=CC=CC=1)(C1C=CC=CC=1)C1C=CC=CC=1)[C:3]1[CH:8]=[CH:7][CH:6]=[CH:5][CH:4]=1.CC(C)([O-])C.[K+].[CH3:34][CH:35]1[C:40](=O)[CH2:39][CH2:38][N:37]([C:42]([O:44][C:45]([CH3:48])([CH3:47])[CH3:46])=[O:43])[CH2:36]1, predict the reaction product. The product is: [CH:2](=[C:40]1[CH2:39][CH2:38][N:37]([C:42]([O:44][C:45]([CH3:48])([CH3:47])[CH3:46])=[O:43])[CH2:36][CH:35]1[CH3:34])[C:3]1[CH:4]=[CH:5][CH:6]=[CH:7][CH:8]=1. (2) Given the reactants CN1CCN(C2C=CC(NC3C4N(N=CN=4)C(C4C=C(C(N)=O)SC=4)=CN=3)=CC=2)CC1.[Br:32][C:33]1[N:38]2[N:39]=[CH:40][N:41]=[C:37]2[C:36](Br)=[N:35][CH:34]=1.[C:43]([O:47][C:48]([N:50]1[CH2:55][CH2:54][N:53]([C:56]2[CH:61]=[CH:60][C:59]([NH2:62])=[CH:58][CH:57]=2)[C:52](=[O:63])[CH2:51]1)=[O:49])([CH3:46])([CH3:45])[CH3:44].C(N(C(C)C)C(C)C)C, predict the reaction product. The product is: [C:43]([O:47][C:48]([N:50]1[CH2:55][CH2:54][N:53]([C:56]2[CH:57]=[CH:58][C:59]([NH:62][C:36]3[C:37]4[N:38]([N:39]=[CH:40][N:41]=4)[C:33]([Br:32])=[CH:34][N:35]=3)=[CH:60][CH:61]=2)[C:52](=[O:63])[CH2:51]1)=[O:49])([CH3:46])([CH3:44])[CH3:45].